This data is from Peptide-MHC class I binding affinity with 185,985 pairs from IEDB/IMGT. The task is: Regression. Given a peptide amino acid sequence and an MHC pseudo amino acid sequence, predict their binding affinity value. This is MHC class I binding data. (1) The peptide sequence is VGYQGARV. The MHC is H-2-Kb with pseudo-sequence H-2-Kb. The binding affinity (normalized) is 0.793. (2) The peptide sequence is EFINTGSSK. The MHC is HLA-A31:01 with pseudo-sequence HLA-A31:01. The binding affinity (normalized) is 0.0320. (3) The peptide sequence is IRNPPMVVF. The MHC is HLA-A30:01 with pseudo-sequence HLA-A30:01. The binding affinity (normalized) is 0.0847. (4) The peptide sequence is RRELSKEKL. The MHC is HLA-B18:01 with pseudo-sequence HLA-B18:01. The binding affinity (normalized) is 0.0847. (5) The peptide sequence is SYLQAIGIL. The MHC is HLA-A24:03 with pseudo-sequence HLA-A24:03. The binding affinity (normalized) is 0.954. (6) The peptide sequence is ITWYSKNF. The MHC is Mamu-B01 with pseudo-sequence Mamu-B01. The binding affinity (normalized) is 0. (7) The peptide sequence is KQNPDIVIY. The MHC is HLA-B42:01 with pseudo-sequence HLA-B42:01. The binding affinity (normalized) is 0.